From a dataset of Full USPTO retrosynthesis dataset with 1.9M reactions from patents (1976-2016). Predict the reactants needed to synthesize the given product. Given the product [F:1][C:2]([F:12])([F:13])[C:3]([OH:11])([C:7]([F:9])([F:8])[F:10])[C:4]([O-:6])=[O:5].[C:16]([C:20]1[CH:25]=[CH:24][C:23]([S+:26]([C:33]2[CH:38]=[CH:37][CH:36]=[CH:35][CH:34]=2)[C:27]2[CH:28]=[CH:29][CH:30]=[CH:31][CH:32]=2)=[CH:22][CH:21]=1)([CH3:19])([CH3:17])[CH3:18], predict the reactants needed to synthesize it. The reactants are: [F:1][C:2]([F:13])([F:12])[C:3]([OH:11])([C:7]([F:10])([F:9])[F:8])[C:4]([O-:6])=[O:5].[Na+].[Br-].[C:16]([C:20]1[CH:25]=[CH:24][C:23]([S+:26]([C:33]2[CH:38]=[CH:37][CH:36]=[CH:35][CH:34]=2)[C:27]2[CH:32]=[CH:31][CH:30]=[CH:29][CH:28]=2)=[CH:22][CH:21]=1)([CH3:19])([CH3:18])[CH3:17].